Task: Predict the product of the given reaction.. Dataset: Forward reaction prediction with 1.9M reactions from USPTO patents (1976-2016) (1) Given the reactants Cl[C:2]1[N:7]=[C:6]([NH:8][CH2:9][CH:10]2[CH2:15][CH2:14][O:13][CH2:12][CH2:11]2)[C:5]([C:16]([F:19])([F:18])[F:17])=[CH:4][CH:3]=1.[Cl:20][C:21]1[C:22](B(O)O)=[CH:23][C:24]([F:27])=[N:25][CH:26]=1.C(Cl)Cl.COCCOC, predict the reaction product. The product is: [Cl:20][C:21]1[C:22]([C:2]2[CH:3]=[CH:4][C:5]([C:16]([F:19])([F:18])[F:17])=[C:6]([NH:8][CH2:9][CH:10]3[CH2:15][CH2:14][O:13][CH2:12][CH2:11]3)[N:7]=2)=[CH:23][C:24]([F:27])=[N:25][CH:26]=1. (2) Given the reactants [CH2:1]([NH:3][C:4](=[O:11])[C:5]1[CH:10]=[CH:9][CH:8]=[CH:7][CH:6]=1)[CH3:2].[CH3:12][Si:13](Cl)([CH3:15])[CH3:14], predict the reaction product. The product is: [CH2:1]([NH:3][C:4](=[O:11])[C:5]1[CH:10]=[CH:9][CH:8]=[CH:7][C:6]=1[Si:13]([CH3:15])([CH3:14])[CH3:12])[CH3:2]. (3) Given the reactants [Cl:1][C:2]1[CH:3]=[C:4]([CH:16]=[CH:17][C:18]=1[Cl:19])[CH2:5][O:6][C:7]1[CH:8]=[C:9]([C:13](=[O:15])[CH3:14])[CH:10]=[CH:11][CH:12]=1.C1CNC(=O)C1.[Br:26][Br-]Br, predict the reaction product. The product is: [Br:26][CH2:14][C:13]([C:9]1[CH:10]=[CH:11][CH:12]=[C:7]([O:6][CH2:5][C:4]2[CH:16]=[CH:17][C:18]([Cl:19])=[C:2]([Cl:1])[CH:3]=2)[CH:8]=1)=[O:15]. (4) Given the reactants [OH:1][C:2]1[CH:10]=[C:9]2[C:5]([CH:6]=[CH:7][NH:8]2)=[CH:4][CH:3]=1.C(=O)([O-])[O-].[K+].[K+].Br[CH2:18][C:19]([O:21][CH2:22][CH3:23])=[O:20], predict the reaction product. The product is: [NH:8]1[C:9]2[C:5](=[CH:4][CH:3]=[C:2]([O:1][CH2:18][C:19]([O:21][CH2:22][CH3:23])=[O:20])[CH:10]=2)[CH:6]=[CH:7]1.